This data is from Reaction yield outcomes from USPTO patents with 853,638 reactions. The task is: Predict the reaction yield, written as a fraction of the theoretical maximum amount of product (1.0 means a 100% yield; for example, 0.34 means a 34% yield). (1) The reactants are [Al+3].[Cl-].[Cl-].[Cl-].[C:5]1([NH:11][C:12](=[O:17])[CH:13]=[C:14]([CH3:16])[CH3:15])[CH:10]=[CH:9][CH:8]=[CH:7][CH:6]=1. The catalyst is C1C=CC=CC=1. The product is [CH3:16][C:14]1([CH3:15])[C:10]2[C:5](=[CH:6][CH:7]=[CH:8][CH:9]=2)[NH:11][C:12](=[O:17])[CH2:13]1. The yield is 0.860. (2) The reactants are Cl.C[O:3][C:4](=[O:33])[C@H:5]([CH2:29][CH2:30][S:31][CH3:32])[NH:6][C:7](=[O:28])[C:8]1[CH:13]=[CH:12][C:11]([CH2:14][NH:15][C:16]2[CH:17]=[N:18][CH:19]=[CH:20][CH:21]=2)=[CH:10][C:9]=1[C:22]1[CH:27]=[CH:26][CH:25]=[CH:24][CH:23]=1.O.[OH-].[Li+]. The catalyst is C1COCC1.O. The product is [N:18]1[CH:19]=[CH:20][CH:21]=[C:16]([NH:15][CH2:14][C:11]2[CH:12]=[CH:13][C:8]([C:7]([NH:6][C@H:5]([C:4]([OH:33])=[O:3])[CH2:29][CH2:30][S:31][CH3:32])=[O:28])=[C:9]([C:22]3[CH:23]=[CH:24][CH:25]=[CH:26][CH:27]=3)[CH:10]=2)[CH:17]=1. The yield is 0.500. (3) The reactants are Cl[C:2]1[N:7]=[C:6]([C:8]2[CH:13]=[CH:12][C:11]([N+:14]([O-:16])=[O:15])=[CH:10][CH:9]=2)[N:5]=[C:4]([NH:17][CH:18]2[CH2:23][CH2:22][O:21][CH2:20][CH2:19]2)[CH:3]=1.ClC1N=C([N:31]2[CH:36]3[CH2:37][CH2:38][CH:32]2[CH2:33][O:34][CH2:35]3)C(Cl)=C([N:31]2[CH:36]3[CH2:37][CH2:38][CH:32]2[CH2:33][O:34][CH2:35]3)N=1.Cl.C12NC(CC1)COC2.C(=O)([O-])[O-].[K+].[K+].CCN(C(C)C)C(C)C. The catalyst is O1CCOCC1.ClCCl. The product is [CH:32]12[N:31]([C:2]3[N:7]=[C:6]([C:8]4[CH:13]=[CH:12][C:11]([N+:14]([O-:16])=[O:15])=[CH:10][CH:9]=4)[N:5]=[C:4]([NH:17][CH:18]4[CH2:23][CH2:22][O:21][CH2:20][CH2:19]4)[CH:3]=3)[CH:36]([CH2:37][CH2:38]1)[CH2:35][O:34][CH2:33]2. The yield is 0.450. (4) The reactants are Cl.C(O[C:5]([C:7]1[CH:8]=[C:9]2[C:13](=[CH:14][CH:15]=1)[NH:12][N:11]=[C:10]2[C:16]1[CH:21]=[CH:20][C:19]([F:22])=[CH:18][CH:17]=1)=[NH:6])C.[O:23]1[CH:27]=[CH:26][CH:25]=[C:24]1[C:28]([NH:30][NH2:31])=O. No catalyst specified. The product is [F:22][C:19]1[CH:18]=[CH:17][C:16]([C:10]2[C:9]3[C:13](=[CH:14][CH:15]=[C:7]([C:5]4[NH:6][C:28]([C:24]5[O:23][CH:27]=[CH:26][CH:25]=5)=[N:30][N:31]=4)[CH:8]=3)[NH:12][N:11]=2)=[CH:21][CH:20]=1. The yield is 0.150. (5) The reactants are [CH3:1][C:2]([CH3:13])([CH2:6][CH2:7][CH2:8][CH2:9][CH2:10][CH:11]=[CH2:12])[C:3]([OH:5])=O.C(Cl)(=O)C(Cl)=O.[CH2:20]([O:22][C:23]([C:25]1([NH:30][C:31]([CH:33]2[CH2:37][CH:36]([O:38][C:39]3[C:48]4[C:43](=[C:44]([Cl:51])[C:45]([O:49][CH3:50])=[CH:46][CH:47]=4)[N:42]=[C:41]([C:52]4[S:53][CH:54]=[C:55]([CH:57]([CH3:59])[CH3:58])[N:56]=4)[CH:40]=3)[CH2:35][NH:34]2)=[O:32])[CH2:27][CH:26]1[CH:28]=[CH2:29])=[O:24])[CH3:21].C(N(CC)CC)C. The yield is 1.00. The product is [CH2:20]([O:22][C:23]([C:25]1([NH:30][C:31]([CH:33]2[CH2:37][CH:36]([O:38][C:39]3[C:48]4[C:43](=[C:44]([Cl:51])[C:45]([O:49][CH3:50])=[CH:46][CH:47]=4)[N:42]=[C:41]([C:52]4[S:53][CH:54]=[C:55]([CH:57]([CH3:58])[CH3:59])[N:56]=4)[CH:40]=3)[CH2:35][N:34]2[C:3](=[O:5])[C:2]([CH3:1])([CH3:13])[CH2:6][CH2:7][CH2:8][CH2:9][CH2:10][CH:11]=[CH2:12])=[O:32])[CH2:27][CH:26]1[CH:28]=[CH2:29])=[O:24])[CH3:21]. The catalyst is C(Cl)Cl.CN(C=O)C. (6) The reactants are [C:1]([O:5][C:6](=[O:20])[N:7]([CH2:9][C:10]1[C:15]([N+:16]([O-])=O)=[CH:14][CH:13]=[CH:12][C:11]=1[Br:19])[CH3:8])([CH3:4])([CH3:3])[CH3:2].NN. No catalyst specified. The product is [C:1]([O:5][C:6](=[O:20])[N:7]([CH2:9][C:10]1[C:11]([Br:19])=[CH:12][CH:13]=[CH:14][C:15]=1[NH2:16])[CH3:8])([CH3:4])([CH3:2])[CH3:3]. The yield is 0.690. (7) The reactants are C[O:2][CH:3](OC)[CH2:4][O:5][C:6]1[CH:15]=[CH:14][C:9]2[CH2:10][O:11][B:12]([OH:13])[C:8]=2[CH:7]=1.Cl. The catalyst is CC(C)=O. The product is [OH:13][B:12]1[C:8]2[CH:7]=[C:6]([O:5][CH2:4][CH:3]=[O:2])[CH:15]=[CH:14][C:9]=2[CH2:10][O:11]1. The yield is 0.825. (8) The reactants are CO[C:3](=[O:13])[C:4]1[C:9]([CH2:10]Br)=[CH:8][CH:7]=[CH:6][C:5]=1[Br:12].[N:14]1[C:23]2[C:18](=[CH:19][CH:20]=[CH:21][CH:22]=2)[CH:17]=[CH:16][C:15]=1[CH2:24][CH2:25][NH2:26]. The catalyst is CCO. The product is [Br:12][C:5]1[CH:6]=[CH:7][CH:8]=[C:9]2[C:4]=1[C:3](=[O:13])[N:26]([CH2:25][CH2:24][C:15]1[CH:16]=[CH:17][C:18]3[C:23](=[CH:22][CH:21]=[CH:20][CH:19]=3)[N:14]=1)[CH2:10]2. The yield is 0.420. (9) The reactants are C(O)(C(F)(F)F)=O.[C:8]([C:10]1[N:11]=[CH:12][C:13]([NH:16][C:17]2[CH:22]=[C:21]([NH:23][CH2:24][CH:25]3[CH2:30][CH2:29][N:28](C(OC(C)(C)C)=O)[CH2:27][CH2:26]3)[C:20]([C:38](=[O:46])[NH:39][C:40]3[CH:45]=[CH:44][CH:43]=[CH:42][CH:41]=3)=[CH:19][N:18]=2)=[N:14][CH:15]=1)#[N:9]. The catalyst is ClCCl. The product is [C:8]([C:10]1[N:11]=[CH:12][C:13]([NH:16][C:17]2[CH:22]=[C:21]([NH:23][CH2:24][CH:25]3[CH2:30][CH2:29][NH:28][CH2:27][CH2:26]3)[C:20]([C:38]([NH:39][C:40]3[CH:41]=[CH:42][CH:43]=[CH:44][CH:45]=3)=[O:46])=[CH:19][N:18]=2)=[N:14][CH:15]=1)#[N:9]. The yield is 0.630.